Dataset: Human Reference Interactome with 51,813 positive PPI pairs across 8,248 proteins, plus equal number of experimentally-validated negative pairs. Task: Binary Classification. Given two protein amino acid sequences, predict whether they physically interact or not. (1) Protein 1 (ENSG00000110921) has sequence MLSEVLLVSAPGKVILHGEHAVVHGKVALAVSLNLRTFLRLQPHSNGKVDLSLPNIGIKRAWDVARLQSLDTSFLEQGDVTTPTSEQVEKLKEVAGLPDDCAVTERLAVLAFLYLYLSICRKQRALPSLDIVVWSELPPGAGLGSSAAYSVCLAAALLTVCEEIPNPLKDGDCVNRWTKEDLELINKWAFQGERMIHGNPSGVDNAVSTWGGALRYHQGKISSLKRSPALQILLTNTKVPRNTRALVAGVRNRLLKFPEIVAPLLTSIDAISLECERVLGEMGEAPAPEQYLVLEELIDM.... Protein 2 (ENSG00000133315) has sequence MSLQSRLSGRLAQLRAAGQLLVPPRPRPGHLAGATRTRSSTCGPPAFLGVFGRRARTSAGVGAWGAAAVGRTAGVRTWAPLAMAAKVDLSTSTDWKEAKSFLKGLSDKQREEHYFCKDFVRLKKIPTWKEMAKGVAVKVEEPRYKKDKQLNEKISLLRSDITKLEVDAIVNAANSSLLGGGGVDGCIHRAAGPLLTDECRTLQSCKTGKAKITGGYRLPAKYVIHTVGPIAYGEPSASQAAELRSCYLSSLDLLLEHRLRSVAFPCISTGVFGYPCEAAAEIVLATLREWLEQHKDKVDR.... Result: 0 (the proteins do not interact). (2) Protein 1 (ENSG00000133704) has sequence MDLNRIIQALKGTIDPKLRIAAENELNQSYKIINFAPSLLRIIVSDHVEFPVRQAAAIYLKNMVTQYWPDREPPPGEAIFPFNIHENDRQQIRDNIVEGIIRSPDLVRVQLTMCLRAIIKHDFPGHWPGVVDKIDYYLQSQSSASWLGSLLCLYQLVKTYEYKKAEEREPLIIAMQIFLPRIQQQIVQLLPDSSYYSVLLQKQILKIFYALVQYALPLQLVNNQTMTTWMEIFRTIIDRTVPPETLHIDEDDRPELVWWKCKKWALHIVARLFERYGSPGNVTKEYFEFSEFFLKTYAVG.... Protein 2 (ENSG00000118420) has sequence MAASAAETRVFLERTERRRYAHEYFHNAIFTPDENP*MAASAAETRVFLEVRGQLQSALLILGEPKEGGMPMNISIMPSSLQMKTPEGCTEIQLPAEVRLVPSSCRGLQFVVGDGLHLRLQTQAKLGTKLISMFNQSSQTQECCTFYCQSCGEVIIKDRKLLRVLPLPSENWGALVGEWCCHPDPFANKSLHPQENDCFIGDSFFLVNLRTSLWQQRPELSPVEMCCVSSDNHCKLEPKANTKVICKRCKVMLGETVSSETTKFYMTEIIIQSSERSFPIIPRSWFVQSVIAQCLVQLSS.... Result: 0 (the proteins do not interact).